From a dataset of Catalyst prediction with 721,799 reactions and 888 catalyst types from USPTO. Predict which catalyst facilitates the given reaction. (1) Product: [Cl:19][C:20]1[CH:26]=[C:25]([Cl:27])[CH:24]=[CH:23][C:21]=1[NH:22][C:2]1[C:11]2[C:6](=[CH:7][C:8]([O:12][CH2:13][CH2:14][O:15][CH3:16])=[CH:9][CH:10]=2)[N:5]=[CH:4][C:3]=1[C:17]#[N:18]. Reactant: Cl[C:2]1[C:11]2[C:6](=[CH:7][C:8]([O:12][CH2:13][CH2:14][O:15][CH3:16])=[CH:9][CH:10]=2)[N:5]=[CH:4][C:3]=1[C:17]#[N:18].[Cl:19][C:20]1[CH:26]=[C:25]([Cl:27])[CH:24]=[CH:23][C:21]=1[NH2:22].Cl.N1C=CC=CC=1. The catalyst class is: 486. (2) The catalyst class is: 9. Reactant: [F:1][C:2]1[CH:7]=[CH:6][C:5]([CH:8]([C:23]2[CH:28]=[CH:27][C:26]([F:29])=[CH:25][CH:24]=2)[N:9]([O:21][CH3:22])[C:10](=[O:20])[CH:11]=[C:12]2[C:16](=O)[O:15]C(C)(C)[O:13]2)=[CH:4][CH:3]=1.[CH3:30][S:31]([NH2:34])(=[O:33])=[O:32].N12CCCN=C1CCCCC2. Product: [F:1][C:2]1[CH:7]=[CH:6][C:5]([CH:8]([N:9]([O:21][CH3:22])[C:10](=[O:20])[CH:11]=[C:12]([OH:13])[C:16]([NH:34][S:31]([CH3:30])(=[O:33])=[O:32])=[O:15])[C:23]2[CH:28]=[CH:27][C:26]([F:29])=[CH:25][CH:24]=2)=[CH:4][CH:3]=1. (3) Reactant: C([O:9][CH2:10][CH2:11][N:12]1[C:20]2[C:19](Cl)=[N:18][CH:17]=[N:16][C:15]=2[CH:14]=[CH:13]1)(=O)C1C=CC=CC=1.[NH2:22][C:23]1[CH:42]=[CH:41][C:26]([O:27][C:28]2[CH:29]=[CH:30][C:31]([C:34]([NH:36][C:37]([CH3:40])([CH3:39])[CH3:38])=[O:35])=[N:32][CH:33]=2)=[C:25]([Cl:43])[CH:24]=1.Cl.N1C=CC=CC=1.[OH-].[Na+].[Cl-].[NH4+]. Product: [C:37]([NH:36][C:34]([C:31]1[CH:30]=[CH:29][C:28]([O:27][C:26]2[CH:41]=[CH:42][C:23]([NH:22][C:19]3[C:20]4[N:12]([CH2:11][CH2:10][OH:9])[CH:13]=[CH:14][C:15]=4[N:16]=[CH:17][N:18]=3)=[CH:24][C:25]=2[Cl:43])=[CH:33][N:32]=1)=[O:35])([CH3:40])([CH3:38])[CH3:39]. The catalyst class is: 32. (4) Reactant: [NH2:1][C:2]1[CH:3]=[C:4]([CH:15]=[CH:16][C:17]=1[O:18][CH3:19])[C:5]([NH:7][C:8]1[CH:13]=[CH:12][CH:11]=[C:10]([Cl:14])[CH:9]=1)=[O:6].[F:20][C:21]1[CH:26]=[CH:25][C:24]([N:27]=[C:28]=[S:29])=[CH:23][CH:22]=1. Product: [Cl:14][C:10]1[CH:9]=[C:8]([NH:7][C:5](=[O:6])[C:4]2[CH:15]=[CH:16][C:17]([O:18][CH3:19])=[C:2]([NH:1][C:28]([NH:27][C:24]3[CH:25]=[CH:26][C:21]([F:20])=[CH:22][CH:23]=3)=[S:29])[CH:3]=2)[CH:13]=[CH:12][CH:11]=1. The catalyst class is: 5. (5) Reactant: [F:1][C:2]1[CH:3]=[C:4]([C:9]2([OH:14])[CH2:13][CH2:12][NH:11][CH2:10]2)[CH:5]=[C:6]([F:8])[CH:7]=1.C(=O)([O-])[O-].[K+].[K+].[CH2:21](Br)[CH2:22][CH2:23][CH3:24].C(=O)([O-])[O-].[Na+].[Na+]. Product: [CH2:21]([N:11]1[CH2:12][CH2:13][C:9]([C:4]2[CH:5]=[C:6]([F:8])[CH:7]=[C:2]([F:1])[CH:3]=2)([OH:14])[CH2:10]1)[CH2:22][CH2:23][CH3:24]. The catalyst class is: 10. (6) Reactant: [CH2:1]([C:3]1[CH:4]=[C:5]2[C:9](=[CH:10][C:11]=1[CH2:12][CH3:13])[CH2:8][CH:7]([NH:14][CH2:15][C@@H:16]([C:18]1[CH:27]=[CH:26][C:25]([OH:28])=[C:24]3[C:19]=1[CH:20]=[CH:21][C:22](=[O:29])[NH:23]3)[OH:17])[CH2:6]2)[CH3:2].[C:30]([OH:34])(=[O:33])[CH2:31][OH:32]. Product: [C:30]([OH:34])(=[O:33])[CH2:31][OH:32].[CH2:12]([C:11]1[CH:10]=[C:9]2[C:5](=[CH:4][C:3]=1[CH2:1][CH3:2])[CH2:6][CH:7]([NH:14][CH2:15][C@@H:16]([C:18]1[CH:27]=[CH:26][C:25]([OH:28])=[C:24]3[C:19]=1[CH:20]=[CH:21][C:22](=[O:29])[NH:23]3)[OH:17])[CH2:8]2)[CH3:13]. The catalyst class is: 5. (7) Reactant: [CH2:1]([O:3][C:4]([N:6]1[C:15]2[C:10](=[N:11][C:12]([O:16][CH3:17])=[CH:13][CH:14]=2)[C@@H:9]([NH:18]C(OCC2C=CC=CC=2)=O)[CH2:8][C@H:7]1[CH2:29][CH3:30])=[O:5])[CH3:2].C([O-])=O.[NH4+]. Product: [CH2:1]([O:3][C:4]([N:6]1[C:15]2[C:10](=[N:11][C:12]([O:16][CH3:17])=[CH:13][CH:14]=2)[C@@H:9]([NH2:18])[CH2:8][C@H:7]1[CH2:29][CH3:30])=[O:5])[CH3:2]. The catalyst class is: 19.